From a dataset of Catalyst prediction with 721,799 reactions and 888 catalyst types from USPTO. Predict which catalyst facilitates the given reaction. Reactant: CC(C)([O-])C.[K+].[CH3:7][C:8]1[CH:13]=[CH:12][C:11]([N:14]([C:22]2[CH:29]=[CH:28][C:25]([CH:26]=O)=[CH:24][CH:23]=2)[C:15]2[CH:20]=[CH:19][C:18]([CH3:21])=[CH:17][CH:16]=2)=[CH:10][CH:9]=1.O.[OH:31][C:32]1[CH:46]=[CH:45][CH:44]=[CH:43][C:33]=1[CH2:34]P(=O)(OCC)OCC. Product: [OH:31][C:32]1[CH:46]=[CH:45][CH:44]=[CH:43][C:33]=1[CH:34]=[CH:26][C:25]1[CH:24]=[CH:23][C:22]([N:14]([C:15]2[CH:20]=[CH:19][C:18]([CH3:21])=[CH:17][CH:16]=2)[C:11]2[CH:12]=[CH:13][C:8]([CH3:7])=[CH:9][CH:10]=2)=[CH:29][CH:28]=1. The catalyst class is: 7.